Dataset: Full USPTO retrosynthesis dataset with 1.9M reactions from patents (1976-2016). Task: Predict the reactants needed to synthesize the given product. (1) Given the product [CH2:46]([OH:90])[C@H:51]1[O:15][CH:14]([OH:17])[C@H:54]([OH:55])[C@@H:53]([OH:19])[C@@H:52]1[OH:62], predict the reactants needed to synthesize it. The reactants are: S([O-])([O-])(=O)=O.[NH4+].[NH4+].P([O-])(O)(O)=O.[K+].[C:14](=[O:17])([O-])[O-:15].[Ca+2].[OH-:19].[K+].N[C@H](C(O)=O)CC1C=CC=CC=1.N[C@H](C(O)=O)CC1C=CC(O)=CC=1.[CH:46]1[C:51]([C@@H:52]([OH:62])[C@H:53](NC(C(Cl)Cl)=O)[CH2:54][OH:55])=CC=C([N+]([O-])=O)C=1.CC1(C)S[C@@H]2[C@H](NC([C@H](N)C3C=CC=CC=3)=O)C(=O)N2[C@H]1C(O)=O.[OH2:90]. (2) Given the product [Si:1]([O:8][C@@H:9]([CH2:36][O:37][Si:38]([C:41]([CH3:44])([CH3:43])[CH3:42])([CH3:39])[CH3:40])[CH2:10][CH2:11][CH:12]1[C@H:24]2[CH2:23][C:22]3[C:17]([CH2:16][C@H:15]2[CH2:14][C:13]1=[O:35])=[C:18]([O:33][CH3:34])[CH:19]=[CH:20][CH:21]=3)([C:4]([CH3:5])([CH3:6])[CH3:7])([CH3:3])[CH3:2], predict the reactants needed to synthesize it. The reactants are: [Si:1]([O:8][C@@H:9]([CH2:36][O:37][Si:38]([C:41]([CH3:44])([CH3:43])[CH3:42])([CH3:40])[CH3:39])[CH2:10][CH2:11][C:12]1[C:13](=[O:35])[CH2:14][C@H:15]2[C:24]=1[C@H:23](O[Si](C(C)(C)C)(C)C)[C:22]1[C:17](=[C:18]([O:33][CH3:34])[CH:19]=[CH:20][CH:21]=1)[CH2:16]2)([C:4]([CH3:7])([CH3:6])[CH3:5])([CH3:3])[CH3:2].C(=O)(O)[O-].[K+].[H][H].C(OCC)(=O)C.CCCCCCC. (3) Given the product [OH:1][CH:2]1[C:7]2[N:8]([CH2:26][CH2:25][C:22]3[CH:21]=[N:20][C:19]([CH3:18])=[CH:24][CH:23]=3)[C:9]3[CH:10]=[CH:11][C:12]([CH3:15])=[CH:13][C:14]=3[C:6]=2[CH2:5][N:4]([CH3:16])[C:3]1=[O:17], predict the reactants needed to synthesize it. The reactants are: [OH:1][CH:2]1[C:7]2[NH:8][C:9]3[CH:10]=[CH:11][C:12]([CH3:15])=[CH:13][C:14]=3[C:6]=2[CH2:5][N:4]([CH3:16])[C:3]1=[O:17].[CH3:18][C:19]1[CH:24]=[CH:23][C:22]([CH:25]=[CH2:26])=[CH:21][N:20]=1.[OH-].[K+]. (4) Given the product [N:6]1([C:9]2[C:18]3[C:13](=[CH:14][CH:15]=[CH:16][CH:17]=3)[CH:12]=[C:11]([C:19]3[CH:20]=[CH:21][C:22]([S:25]([CH2:28][CH2:29][CH3:30])(=[O:27])=[O:26])=[CH:23][CH:24]=3)[N:10]=2)[CH2:7][CH2:8][NH:3][CH2:4][CH2:5]1, predict the reactants needed to synthesize it. The reactants are: C([N:3]1[CH2:8][CH2:7][N:6]([C:9]2[C:18]3[C:13](=[CH:14][CH:15]=[CH:16][CH:17]=3)[CH:12]=[C:11]([C:19]3[CH:24]=[CH:23][C:22]([S:25]([CH2:28][CH2:29][CH3:30])(=[O:27])=[O:26])=[CH:21][CH:20]=3)[N:10]=2)[CH2:5][CH2:4]1)=O.[OH-].[Na+]. (5) The reactants are: [C:1]([O:5][C:6]([N:8]1[CH2:13][CH2:12][CH:11]([C:14]2[O:23][C:17]3=[CH:18][N:19]=[C:20](Cl)[CH:21]=[C:16]3[CH:15]=2)[CH2:10][CH2:9]1)=[O:7])([CH3:4])([CH3:3])[CH3:2].[CH3:24][S:25]([N:28]1[CH2:33][CH:32]=[C:31](B2OC(C)(C)C(C)(C)O2)[CH2:30][CH2:29]1)(=[O:27])=[O:26]. Given the product [C:1]([O:5][C:6]([N:8]1[CH2:13][CH2:12][CH:11]([C:14]2[O:23][C:17]3=[CH:18][N:19]=[C:20]([C:31]4[CH2:32][CH2:33][N:28]([S:25]([CH3:24])(=[O:27])=[O:26])[CH2:29][CH:30]=4)[CH:21]=[C:16]3[CH:15]=2)[CH2:10][CH2:9]1)=[O:7])([CH3:4])([CH3:3])[CH3:2], predict the reactants needed to synthesize it. (6) Given the product [C:34]([CH:33]([NH:32][C:19]([CH:14]1[CH2:15][CH2:16][CH2:17][CH2:18][N:13]1[CH2:12][CH2:11][S:10][CH2:9][P:4](=[O:5])([OH:3])[OH:6])=[O:21])[CH2:37][C:38]1[CH:47]=[CH:46][C:45]2[C:40](=[CH:41][CH:42]=[CH:43][CH:44]=2)[CH:39]=1)(=[O:35])[NH2:36], predict the reactants needed to synthesize it. The reactants are: C([O:3][P:4]([CH2:9][S:10][CH2:11][CH2:12][N:13]1[CH2:18][CH2:17][CH2:16][CH2:15][CH:14]1[C:19]([OH:21])=O)([O:6]CC)=[O:5])C.C1C=CC2N(O)N=NC=2C=1.[NH2:32][CH:33]([CH2:37][C:38]1[CH:47]=[CH:46][C:45]2[C:40](=[CH:41][CH:42]=[CH:43][CH:44]=2)[CH:39]=1)[C:34]([NH2:36])=[O:35].CCN(C(C)C)C(C)C.CCN=C=NCCCN(C)C. (7) The reactants are: [CH3:1][O:2][C:3]1[CH:14]=[C:13]([N+:15]([O-:17])=[O:16])[CH:12]=[CH:11][C:4]=1[O:5][CH2:6][C:7]([CH3:10])([OH:9])[CH3:8].[CH3:18][Si:19]([CH2:22][CH2:23][O:24][CH2:25]Cl)([CH3:21])[CH3:20].CCN(C(C)C)C(C)C.O. Given the product [CH3:1][O:2][C:3]1[CH:14]=[C:13]([N+:15]([O-:17])=[O:16])[CH:12]=[CH:11][C:4]=1[O:5][CH2:6][C:7]([CH3:10])([O:9][CH2:25][O:24][CH2:23][CH2:22][Si:19]([CH3:21])([CH3:20])[CH3:18])[CH3:8], predict the reactants needed to synthesize it.